This data is from Peptide-MHC class I binding affinity with 185,985 pairs from IEDB/IMGT. The task is: Regression. Given a peptide amino acid sequence and an MHC pseudo amino acid sequence, predict their binding affinity value. This is MHC class I binding data. (1) The peptide sequence is KLMGHFSWWT. The MHC is HLA-A68:02 with pseudo-sequence HLA-A68:02. The binding affinity (normalized) is 0.294. (2) The peptide sequence is WFGHLASDW. The MHC is HLA-A03:01 with pseudo-sequence HLA-A03:01. The binding affinity (normalized) is 0.0847. (3) The peptide sequence is YSFSRAYTL. The binding affinity (normalized) is 0.642. The MHC is HLA-C07:01 with pseudo-sequence HLA-C07:01.